Dataset: Catalyst prediction with 721,799 reactions and 888 catalyst types from USPTO. Task: Predict which catalyst facilitates the given reaction. Reactant: Br[C:2]1[S:3][C:4](Br)=[CH:5][CH:6]=1.[CH3:8][O:9][C:10]1[CH:11]=[C:12](B(O)O)[CH:13]=[CH:14][C:15]=1[O:16][CH3:17].[C:21]([O-:24])([O-])=O.[Na+].[Na+]. Product: [CH3:8][O:9][C:10]1[CH:11]=[C:12]([C:2]2[S:3][C:4]([C:13]3[CH:12]=[CH:11][C:10]([O:9][CH3:8])=[C:15]([O:24][CH3:21])[CH:14]=3)=[CH:5][CH:6]=2)[CH:13]=[CH:14][C:15]=1[O:16][CH3:17]. The catalyst class is: 77.